Predict the reaction yield, written as a fraction of the theoretical maximum amount of product (1.0 means a 100% yield; for example, 0.34 means a 34% yield). From a dataset of Reaction yield outcomes from USPTO patents with 853,638 reactions. The reactants are [CH3:1][O:2][C:3]([CH:5]1[CH:11]([C:12]([O:14][CH3:15])=[O:13])[CH:10]2[O:16][CH:6]1[CH2:7][C:8]([C:18]1[N:26](C3CCCCO3)[C:25]3[C:24](=[O:33])[N:23]([CH2:34][CH2:35][CH3:36])[C:22](=[O:37])[N:21]([CH2:38][CH2:39][CH3:40])[C:20]=3[N:19]=1)([OH:17])[CH2:9]2)=[O:4]. The catalyst is Cl.C1COCC1.CO. The yield is 0.560. The product is [CH3:1][O:2][C:3]([CH:5]1[CH:11]([C:12]([O:14][CH3:15])=[O:13])[CH:10]2[O:16][CH:6]1[CH2:7][C:8]([C:18]1[NH:26][C:25]3[C:24](=[O:33])[N:23]([CH2:34][CH2:35][CH3:36])[C:22](=[O:37])[N:21]([CH2:38][CH2:39][CH3:40])[C:20]=3[N:19]=1)([OH:17])[CH2:9]2)=[O:4].